From a dataset of Catalyst prediction with 721,799 reactions and 888 catalyst types from USPTO. Predict which catalyst facilitates the given reaction. (1) Reactant: C1(O[C:8](=[O:26])[NH:9][C:10]2[N:11]([C:19]3[CH:24]=[CH:23][C:22]([CH3:25])=[CH:21][CH:20]=3)[N:12]=[C:13]([C:15]([CH3:18])([CH3:17])[CH3:16])[CH:14]=2)C=CC=CC=1.[NH2:27][C:28]1[C:37]2[C:32](=[CH:33][CH:34]=[CH:35][CH:36]=2)[C:31]([N:38]2[C:46]3[CH:45]=[CH:44][N:43]=[CH:42][C:41]=3[CH:40]=[CH:39]2)=[CH:30][CH:29]=1.CO. Product: [C:15]([C:13]1[CH:14]=[C:10]([NH:9][C:8]([NH:27][C:28]2[C:37]3[C:32](=[CH:33][CH:34]=[CH:35][CH:36]=3)[C:31]([N:38]3[C:46]4[CH:45]=[CH:44][N:43]=[CH:42][C:41]=4[CH:40]=[CH:39]3)=[CH:30][CH:29]=2)=[O:26])[N:11]([C:19]2[CH:20]=[CH:21][C:22]([CH3:25])=[CH:23][CH:24]=2)[N:12]=1)([CH3:18])([CH3:17])[CH3:16]. The catalyst class is: 633. (2) Reactant: [Br:1][C:2]1[C:3](O)=[N:4][C:5]([CH:9]2[CH2:11][CH2:10]2)=[N:6][C:7]=1[CH3:8].CN(C=O)C.O=P(Cl)(Cl)[Cl:20].C([O-])([O-])=O.[Na+].[Na+]. Product: [Br:1][C:2]1[C:3]([Cl:20])=[N:4][C:5]([CH:9]2[CH2:11][CH2:10]2)=[N:6][C:7]=1[CH3:8]. The catalyst class is: 11. (3) Reactant: FC(F)(F)S(O[C:7]1[CH:12]=[C:11]([CH3:13])[N:10]=[C:9]2[N:14]([C:17]3[CH:22]=[CH:21][C:20]([O:23][CH3:24])=[CH:19][C:18]=3[CH3:25])[CH2:15][CH2:16][C:8]=12)(=O)=O.CS(O)(=O)=O.[I-:33].[K+]. Product: [I:33][CH:16]1[C:8]2[C:9](=[N:10][C:11]([CH3:13])=[CH:12][CH:7]=2)[N:14]([C:17]2[CH:22]=[CH:21][C:20]([O:23][CH3:24])=[CH:19][C:18]=2[CH3:25])[CH2:15]1. The catalyst class is: 37. (4) Reactant: [Cl:1][C:2]1[CH:21]=[N:20][CH:19]=[C:18]([Cl:22])[C:3]=1[C:4]([NH:6][C:7]1[CH:12]=[C:11]([C:13]([F:16])([F:15])[F:14])[CH:10]=[CH:9][C:8]=1[OH:17])=O.C(Cl)(Cl)(Cl)Cl.C1(P(C2C=CC=CC=2)C2C=CC=CC=2)C=CC=CC=1.C(N(CC)CC)C. Product: [Cl:1][C:2]1[CH:21]=[N:20][CH:19]=[C:18]([Cl:22])[C:3]=1[C:4]1[O:17][C:8]2[CH:9]=[CH:10][C:11]([C:13]([F:16])([F:15])[F:14])=[CH:12][C:7]=2[N:6]=1. The catalyst class is: 6. (5) Reactant: [CH2:1](O)[CH:2]([OH:6])[CH2:3][CH2:4][OH:5].C[O:9][C:10](OC)([CH3:12])[CH3:11].C1(C)C=CC(S(O)(=O)=O)=CC=1. Product: [CH3:11][C:10]1([CH3:12])[O:9][CH:3]([CH:2]([OH:6])[CH3:1])[CH2:4][O:5]1. The catalyst class is: 4. (6) Reactant: [F:1][C:2]1[C:3]([O:20]C)=[CH:4][C:5]([CH2:15][CH2:16][CH:17]([CH3:19])[CH3:18])=[C:6]([CH2:8][CH2:9][C:10]([O:12][CH2:13][CH3:14])=[O:11])[CH:7]=1.B(Br)(Br)Br. Product: [F:1][C:2]1[C:3]([OH:20])=[CH:4][C:5]([CH2:15][CH2:16][CH:17]([CH3:19])[CH3:18])=[C:6]([CH2:8][CH2:9][C:10]([O:12][CH2:13][CH3:14])=[O:11])[CH:7]=1. The catalyst class is: 4.